Dataset: Catalyst prediction with 721,799 reactions and 888 catalyst types from USPTO. Task: Predict which catalyst facilitates the given reaction. (1) Reactant: [CH3:1][O:2][C:3]1[CH:4]=[C:5]([C:13]2[CH:21]=[C:20]3[C:16]([C:17]([CH:22]=[O:23])=[N:18][NH:19]3)=[CH:15][CH:14]=2)[CH:6]=[CH:7][C:8]=1[O:9][CH2:10][O:11][CH3:12].[C:24]1([CH3:36])[CH:29]=[C:28]([CH3:30])[CH:27]=[C:26]([CH3:31])[C:25]=1[S:32](Cl)(=[O:34])=[O:33].CN(C1C=CC=CN=1)C. Product: [CH3:1][O:2][C:3]1[CH:4]=[C:5]([C:13]2[CH:21]=[C:20]3[C:16]([C:17]([CH:22]=[O:23])=[N:18][N:19]3[S:32]([C:25]3[C:26]([CH3:31])=[CH:27][C:28]([CH3:30])=[CH:29][C:24]=3[CH3:36])(=[O:34])=[O:33])=[CH:15][CH:14]=2)[CH:6]=[CH:7][C:8]=1[O:9][CH2:10][O:11][CH3:12]. The catalyst class is: 4. (2) Reactant: [OH:1][C:2]1[CH:41]=[CH:40][C:5]([CH2:6][N:7]([CH2:32][C:33]([O:35][C:36]([CH3:39])([CH3:38])[CH3:37])=[O:34])[C:8](=[O:31])[C:9]2[CH:14]=[CH:13][C:12]([NH:15][C:16](=[O:30])[CH2:17][C:18]3[CH:23]=[CH:22][C:21]([O:24][CH3:25])=[CH:20][C:19]=3[C:26]([F:29])([F:28])[F:27])=[CH:11][CH:10]=2)=[CH:4][CH:3]=1.[Br:42][C:43]1[CH:51]=[CH:50][C:46]([C:47](Cl)=[O:48])=[CH:45][CH:44]=1. Product: [Br:42][C:43]1[CH:51]=[CH:50][C:46]([C:47]([O:1][C:2]2[CH:3]=[CH:4][C:5]([CH2:6][N:7]([CH2:32][C:33]([O:35][C:36]([CH3:37])([CH3:38])[CH3:39])=[O:34])[C:8](=[O:31])[C:9]3[CH:10]=[CH:11][C:12]([NH:15][C:16](=[O:30])[CH2:17][C:18]4[CH:23]=[CH:22][C:21]([O:24][CH3:25])=[CH:20][C:19]=4[C:26]([F:28])([F:29])[F:27])=[CH:13][CH:14]=3)=[CH:40][CH:41]=2)=[O:48])=[CH:45][CH:44]=1. The catalyst class is: 2. (3) Reactant: [F:1][C:2]1[C:7]([C:8]2[CH:13]=[CH:12][CH:11]=[C:10]([F:14])[CH:9]=2)=[CH:6][CH:5]=[C:4]([F:15])[C:3]=1[CH2:16][NH:17][C:18]1[C:19]([F:26])=[C:20]([OH:25])[CH:21]=[CH:22][C:23]=1[F:24].C([O-])([O-])=O.[Cs+].[Cs+].Br[CH2:34][C:35]([O:37][CH2:38][CH3:39])=[O:36].O. Product: [F:1][C:2]1[C:7]([C:8]2[CH:13]=[CH:12][CH:11]=[C:10]([F:14])[CH:9]=2)=[CH:6][CH:5]=[C:4]([F:15])[C:3]=1[CH2:16][NH:17][C:18]1[C:19]([F:26])=[C:20]([CH:21]=[CH:22][C:23]=1[F:24])[O:25][CH2:34][C:35]([O:37][CH2:38][CH3:39])=[O:36]. The catalyst class is: 3.